From a dataset of Catalyst prediction with 721,799 reactions and 888 catalyst types from USPTO. Predict which catalyst facilitates the given reaction. (1) Reactant: [Br:1][C:2]1[C:7](F)=[CH:6][CH:5]=[C:4]([N+:9]([O-:11])=[O:10])[C:3]=1[NH:12][C:13]1[CH:18]=[CH:17][CH:16]=[CH:15][CH:14]=1.C(P(C(C)(C)C)C1C=CC=CC=1C1C(C(C)C)=CC(C(C)C)=CC=1C(C)C)(C)(C)C.[OH-:49].[K+]. Product: [Br:1][C:2]1[C:3]([NH:12][C:13]2[CH:18]=[CH:17][CH:16]=[CH:15][CH:14]=2)=[C:4]([N+:9]([O-:11])=[O:10])[CH:5]=[CH:6][C:7]=1[OH:49]. The catalyst class is: 333. (2) Reactant: [NH2:1][C:2]1[NH:6][N:5]=[CH:4][C:3]=1[C:7]#[N:8].[CH2:9]([CH:11]([C:17](=O)[CH3:18])[C:12](OCC)=[O:13])[CH3:10]. Product: [CH2:17]([C:11]1[C:12](=[O:13])[N:6]2[N:5]=[CH:4][C:3]([C:7]#[N:8])=[C:2]2[NH:1][C:9]=1[CH3:10])[CH3:18]. The catalyst class is: 15. (3) Reactant: [Cl:1][C:2]1[CH:7]=[CH:6][C:5]([S:8]([N:11]2[CH2:17][CH2:16][CH2:15][CH2:14][C:13]3[CH:18]=[CH:19][CH:20]=[CH:21][C:12]2=3)(=[O:10])=[O:9])=[CH:4][C:3]=1[NH:22][C:23](=[O:28])[CH2:24][C:25](=O)[CH3:26].C([O-])(=O)C.[NH4+:33]. Product: [Cl:1][C:2]1[CH:7]=[CH:6][C:5]([S:8]([N:11]2[CH2:17][CH2:16][CH2:15][CH2:14][C:13]3[CH:18]=[CH:19][CH:20]=[CH:21][C:12]2=3)(=[O:10])=[O:9])=[CH:4][C:3]=1[NH:22][C:23](=[O:28])[CH2:24][C:25](=[NH:33])[CH3:26]. The catalyst class is: 8. (4) Reactant: [CH2:1]([O:8][CH2:9][C:10]([N:12]([CH2:24][CH3:25])[CH2:13][C:14]([C:16]1[CH:21]=[CH:20][C:19]([F:22])=[C:18]([CH3:23])[CH:17]=1)=O)=O)[C:2]1[CH:7]=[CH:6][CH:5]=[CH:4][CH:3]=1.C([O-])(=O)C.[NH4+:30]. Product: [CH2:1]([O:8][CH2:9][C:10]1[N:12]([CH2:24][CH3:25])[CH:13]=[C:14]([C:16]2[CH:21]=[CH:20][C:19]([F:22])=[C:18]([CH3:23])[CH:17]=2)[N:30]=1)[C:2]1[CH:7]=[CH:6][CH:5]=[CH:4][CH:3]=1. The catalyst class is: 4. (5) Reactant: [CH2:1]([O:5][C:6]1[CH:11]=[CH:10][C:9]([CH2:12][C@H:13]([NH:18][C:19]([C@@H:21](/[CH:31]=[CH:32]/[CH2:33][CH2:34][CH2:35][CH2:36][CH2:37][CH2:38][C:39](=[O:47])[CH2:40][CH2:41][CH2:42][CH2:43][CH2:44][CH2:45][CH3:46])[C@@:22]([OH:30])([CH2:26][CH2:27][O:28][CH3:29])[C:23]([OH:25])=[O:24])=[O:20])[C:14]([O:16]C)=[O:15])=[CH:8][CH:7]=1)[C:2]#[C:3][CH3:4].[Li+].[OH-]. Product: [CH2:1]([O:5][C:6]1[CH:11]=[CH:10][C:9]([CH2:12][C@H:13]([NH:18][C:19]([C@@H:21](/[CH:31]=[CH:32]/[CH2:33][CH2:34][CH2:35][CH2:36][CH2:37][CH2:38][C:39](=[O:47])[CH2:40][CH2:41][CH2:42][CH2:43][CH2:44][CH2:45][CH3:46])[C@@:22]([OH:30])([CH2:26][CH2:27][O:28][CH3:29])[C:23]([OH:25])=[O:24])=[O:20])[C:14]([OH:16])=[O:15])=[CH:8][CH:7]=1)[C:2]#[C:3][CH3:4]. The catalyst class is: 5.